This data is from Full USPTO retrosynthesis dataset with 1.9M reactions from patents (1976-2016). The task is: Predict the reactants needed to synthesize the given product. (1) Given the product [OH:9][C:5]1[CH:6]=[C:7]([CH3:8])[C:2]([C:17]2[CH:16]=[CH:15][CH:14]=[C:13]([CH:11]=[O:12])[CH:18]=2)=[C:3]([CH3:10])[CH:4]=1, predict the reactants needed to synthesize it. The reactants are: Br[C:2]1[C:7]([CH3:8])=[CH:6][C:5]([OH:9])=[CH:4][C:3]=1[CH3:10].[CH:11]([C:13]1[CH:14]=[C:15](B(O)O)[CH:16]=[CH:17][CH:18]=1)=[O:12].O.C(OCC)(=O)C. (2) Given the product [Cl:1][C:2]1[CH:3]=[C:4]([O:13][CH:21]2[CH2:25][CH2:24][CH2:23][CH2:22]2)[C:5]([CH3:12])=[C:6]([CH:11]=1)[C:7]([O:9][CH3:10])=[O:8], predict the reactants needed to synthesize it. The reactants are: [Cl:1][C:2]1[CH:3]=[C:4]([OH:13])[C:5]([CH3:12])=[C:6]([CH:11]=1)[C:7]([O:9][CH3:10])=[O:8].C(=O)([O-])[O-].[Cs+].[Cs+].I[CH:21]1[CH2:25][CH2:24][CH2:23][CH2:22]1.CCOC(C)=O.